From a dataset of Full USPTO retrosynthesis dataset with 1.9M reactions from patents (1976-2016). Predict the reactants needed to synthesize the given product. (1) Given the product [CH3:18][O:5][C:4](=[O:6])[C:3]1[C:7]([N+:11]([O-:13])=[O:12])=[CH:8][CH:9]=[CH:10][C:2]=1[F:1], predict the reactants needed to synthesize it. The reactants are: [F:1][C:2]1[CH:10]=[CH:9][CH:8]=[C:7]([N+:11]([O-:13])=[O:12])[C:3]=1[C:4]([OH:6])=[O:5].CO.[N+](=[CH2:18])=[N-]. (2) Given the product [Cl:14][C:6]1[N:5]2[N:9]=[CH:10][N:11]=[C:4]2[CH:3]=[C:2]([Cl:1])[N:7]=1, predict the reactants needed to synthesize it. The reactants are: [Cl:1][C:2]1[N:7]=[C:6](O)[N:5]2[N:9]=[CH:10][N:11]=[C:4]2[CH:3]=1.P(Cl)(Cl)([Cl:14])=O. (3) Given the product [C:26]([C:25]1[C:3]([CH2:2][C:1]([O:11][CH2:12][CH3:13])=[O:10])=[N:23][C:22]([S:28][CH3:29])=[N:21][CH:20]=1)#[N:27], predict the reactants needed to synthesize it. The reactants are: [C:1]([O:11][CH2:12][CH3:13])(=[O:10])[CH2:2][C:3](O[Si](C)(C)C)=O.[Li]CCCC.Cl[C:20]1[C:25]([C:26]#[N:27])=C[N:23]=[C:22]([S:28][CH3:29])[N:21]=1. (4) Given the product [Br:9][C:10]1[C:11]([O:21][CH3:22])=[C:12]([C:16]([O:19][CH3:20])=[CH:17][CH:18]=1)[C:13]([O:15][CH2:1][C:2]1[CH:7]=[CH:6][CH:5]=[CH:4][CH:3]=1)=[O:14], predict the reactants needed to synthesize it. The reactants are: [CH2:1](Br)[C:2]1[CH:7]=[CH:6][CH:5]=[CH:4][CH:3]=1.[Br:9][C:10]1[C:11]([O:21][CH3:22])=[C:12]([C:16]([O:19][CH3:20])=[CH:17][CH:18]=1)[C:13]([OH:15])=[O:14].C([O-])([O-])=O.[K+].[K+].